This data is from Forward reaction prediction with 1.9M reactions from USPTO patents (1976-2016). The task is: Predict the product of the given reaction. (1) The product is: [C:42]([CH:18]([NH2:23])[CH2:17][N:8]1[C:9]2[C:14](=[CH:13][CH:12]=[CH:11][CH:10]=2)[N:15]=[C:6]([C:2]2[S:1][CH:5]=[CH:4][CH:3]=2)[C:7]1=[O:16])([O:41][C:37]([CH3:38])([CH3:39])[CH3:40])=[O:43]. Given the reactants [S:1]1[CH:5]=[CH:4][CH:3]=[C:2]1[C:6]1[C:7](=[O:16])[NH:8][C:9]2[C:14]([N:15]=1)=[CH:13][CH:12]=[CH:11][CH:10]=2.[C:17]1(N)C=CC=C[C:18]=1[NH2:23].S1C=CC=C1C(=O)C(OCC)=O.[C:37]([O:41][C:42](NCCBr)=[O:43])([CH3:40])([CH3:39])[CH3:38].C(=O)([O-])[O-].[K+].[K+], predict the reaction product. (2) The product is: [NH2:1][C:4]1[CH:5]=[N:6][C:7]([N:10]2[CH2:11][CH2:12][CH:13]([CH2:16][O:17][C:18]3[CH:19]=[C:20]([CH:25]=[CH:26][CH:27]=3)[C:21]([O:23][CH3:24])=[O:22])[CH2:14][CH2:15]2)=[N:8][CH:9]=1. Given the reactants [N+:1]([C:4]1[CH:5]=[N:6][C:7]([N:10]2[CH2:15][CH2:14][CH:13]([CH2:16][O:17][C:18]3[CH:19]=[C:20]([CH:25]=[CH:26][CH:27]=3)[C:21]([O:23][CH3:24])=[O:22])[CH2:12][CH2:11]2)=[N:8][CH:9]=1)([O-])=O.CCO, predict the reaction product. (3) Given the reactants [CH:1]1[C:13]2[CH:12]([CH2:14][O:15][C:16]([NH:18][CH2:19][CH2:20][C:21]([NH:23][C:24]3[CH:29]=[C:28](/[CH:30]=[CH:31]/[C:32]([O-:34])=[O:33])[CH:27]=[CH:26][C:25]=3/[CH:35]=[CH:36]/[C:37]([O:39]C(C)(C)C)=[O:38])=[O:22])=[O:17])[C:11]3[C:6](=[CH:7][CH:8]=[CH:9][CH:10]=3)[C:5]=2[CH:4]=[CH:3][CH:2]=1.C(O)(C(F)(F)F)=O.C(OCC)(=O)C, predict the reaction product. The product is: [CH:1]1[C:13]2[CH:12]([CH2:14][O:15][C:16]([NH:18][CH2:19][CH2:20][C:21]([NH:23][C:24]3[CH:29]=[C:28](/[CH:30]=[CH:31]/[C:32]([OH:34])=[O:33])[CH:27]=[CH:26][C:25]=3/[CH:35]=[CH:36]/[C:37]([OH:39])=[O:38])=[O:22])=[O:17])[C:11]3[C:6](=[CH:7][CH:8]=[CH:9][CH:10]=3)[C:5]=2[CH:4]=[CH:3][CH:2]=1. (4) Given the reactants [CH2:1]([O:3][CH2:4][C:5](Cl)=O)[CH3:2].[NH2:8][C:9]1[CH:10]=[N:11][C:12]2[C:17]([C:18]=1[NH:19][CH2:20][C:21]1([NH:27][C:28](=[O:34])[O:29][C:30]([CH3:33])([CH3:32])[CH3:31])[CH2:26][CH2:25][CH2:24][CH2:23][CH2:22]1)=[CH:16][CH:15]=[CH:14][CH:13]=2.[OH-].[Na+], predict the reaction product. The product is: [CH2:1]([O:3][CH2:4][C:5]1[N:19]([CH2:20][C:21]2([NH:27][C:28](=[O:34])[O:29][C:30]([CH3:32])([CH3:31])[CH3:33])[CH2:26][CH2:25][CH2:24][CH2:23][CH2:22]2)[C:18]2[C:17]3[CH:16]=[CH:15][CH:14]=[CH:13][C:12]=3[N:11]=[CH:10][C:9]=2[N:8]=1)[CH3:2]. (5) The product is: [CH3:31][S:32]([NH:35][C:36]1[CH:37]=[CH:38][C:39]([C:2]2[CH:3]=[C:4]3[C:8](=[C:9]([C:11]([NH2:13])=[O:12])[CH:10]=2)[NH:7][N:6]=[C:5]3[CH:14]2[CH2:19][CH2:18][N:17]([S:20]([CH2:23][CH2:24][CH2:25][N:26]3[CH2:27][CH2:28][CH2:29][CH2:30]3)(=[O:22])=[O:21])[CH2:16][CH2:15]2)=[CH:40][CH:41]=1)(=[O:34])=[O:33]. Given the reactants Br[C:2]1[CH:3]=[C:4]2[C:8](=[C:9]([C:11]([NH2:13])=[O:12])[CH:10]=1)[NH:7][N:6]=[C:5]2[CH:14]1[CH2:19][CH2:18][N:17]([S:20]([CH2:23][CH2:24][CH2:25][N:26]2[CH2:30][CH2:29][CH2:28][CH2:27]2)(=[O:22])=[O:21])[CH2:16][CH2:15]1.[CH3:31][S:32]([NH:35][C:36]1[CH:41]=[CH:40][C:39](B(O)O)=[CH:38][CH:37]=1)(=[O:34])=[O:33].C(=O)([O-])[O-].[K+].[K+], predict the reaction product. (6) Given the reactants [C:1]1([S:7]([N:10]2[C:14]3=[N:15][CH:16]=[C:17]([S:19][CH2:20][CH3:21])[CH:18]=[C:13]3[CH:12]=[C:11]2[CH:22]([OH:29])[CH2:23][CH:24]2[CH2:28][CH2:27][CH2:26][CH2:25]2)(=[O:9])=[O:8])[CH:6]=[CH:5][CH:4]=[CH:3][CH:2]=1.CC(OI1(OC(C)=O)(OC(C)=O)OC(=O)C2C=CC=CC1=2)=[O:32], predict the reaction product. The product is: [C:1]1([S:7]([N:10]2[C:14]3=[N:15][CH:16]=[C:17]([S:19]([CH2:20][CH3:21])=[O:32])[CH:18]=[C:13]3[CH:12]=[C:11]2[C:22](=[O:29])[CH2:23][CH:24]2[CH2:28][CH2:27][CH2:26][CH2:25]2)(=[O:9])=[O:8])[CH:2]=[CH:3][CH:4]=[CH:5][CH:6]=1.